From a dataset of Catalyst prediction with 721,799 reactions and 888 catalyst types from USPTO. Predict which catalyst facilitates the given reaction. (1) Reactant: [Br:1][C:2]1[CH:3]=[C:4]([CH:7]=[C:8]([Br:10])[CH:9]=1)[CH:5]=[O:6].[CH2:11]([Mg]Br)[CH:12]([CH3:14])[CH3:13]. Product: [Br:1][C:2]1[CH:3]=[C:4]([CH:5]([OH:6])[CH2:11][CH:12]([CH3:14])[CH3:13])[CH:7]=[C:8]([Br:10])[CH:9]=1. The catalyst class is: 1. (2) Reactant: [Br-].[N+:2]([C:5]1[CH:30]=[CH:29][C:8]([CH2:9][P+](C2C=CC=CC=2)(C2C=CC=CC=2)C2C=CC=CC=2)=[CH:7][CH:6]=1)([O-:4])=[O:3].[F:31][C:32]1[CH:39]=[CH:38][CH:37]=[C:36]([F:40])[C:33]=1[CH:34]=O.[OH-].[Na+]. Product: [F:31][C:32]1[CH:39]=[CH:38][CH:37]=[C:36]([F:40])[C:33]=1/[CH:34]=[CH:9]/[C:8]1[CH:7]=[CH:6][C:5]([N+:2]([O-:4])=[O:3])=[CH:30][CH:29]=1. The catalyst class is: 2. (3) Reactant: N[C:2]1[CH:3]=[C:4]2[C:9](=[CH:10][CH:11]=1)[CH:8]=[C:7](O)[CH:6]=[CH:5]2.C([O-])([O-])=[O:14].[K+].[K+].S1C=CC(C(Cl)=O)=C1. Product: [C:3]1([OH:14])[C:4]2[C:9](=[CH:8][CH:7]=[CH:6][CH:5]=2)[CH:10]=[CH:11][CH:2]=1. The catalyst class is: 2. (4) Reactant: [CH:1]([N:4](CC)[CH:5](C)C)(C)C.[Br:10][C:11]1[CH:16]=[CH:15][C:14]([S:17]([NH:19][C:20](=[O:25])[C:21]([F:24])([F:23])[F:22])=[O:18])=[CH:13][CH:12]=1.ClN1C(=O)CCC1=O.CNC. Product: [Br:10][C:11]1[CH:12]=[CH:13][C:14]([S:17]([N:4]([CH3:5])[CH3:1])(=[O:18])=[N:19][C:20](=[O:25])[C:21]([F:22])([F:23])[F:24])=[CH:15][CH:16]=1. The catalyst class is: 10. (5) Reactant: C(O)=O.[NH2:4][CH2:5][CH2:6][C:7]1[CH:29]=[CH:28][C:10]([NH:11][C:12]2[C:17]([NH:18][C:19]([NH:21][CH2:22][CH2:23][CH2:24][CH2:25][CH2:26][CH3:27])=[O:20])=[CH:16][CH:15]=[CH:14][N:13]=2)=[CH:9][CH:8]=1.C([Si]([O:47][C:48]1[CH:53]=[CH:52][C:51]([O:54][CH2:55][CH:56]2[CH2:58][O:57]2)=[CH:50][CH:49]=1)(C1C=CC=CC=1)C1C=CC=CC=1)(C)(C)C. Product: [CH2:22]([NH:21][C:19]([NH:18][C:17]1[C:12]([NH:11][C:10]2[CH:9]=[CH:8][C:7]([CH2:6][CH2:5][NH:4][CH2:58][C@H:56]([OH:57])[CH2:55][O:54][C:51]3[CH:52]=[CH:53][C:48]([OH:47])=[CH:49][CH:50]=3)=[CH:29][CH:28]=2)=[N:13][CH:14]=[CH:15][CH:16]=1)=[O:20])[CH2:23][CH2:24][CH2:25][CH2:26][CH3:27]. The catalyst class is: 147. (6) Reactant: B(Cl)(Cl)Cl.[Br:5][C:6]1[CH:11]=[CH:10][C:9]([OH:12])=[CH:8][C:7]=1[CH3:13].CS[C:16]#[N:17].[Al+3].[Cl-].[Cl-].[Cl-]. Product: [CH3:13][C:7]1[C:6]([Br:5])=[CH:11][C:10]([C:16]#[N:17])=[C:9]([OH:12])[CH:8]=1. The catalyst class is: 68. (7) Reactant: [OH:1][C:2]1[CH:16]=[C:15]2[C:5]([C:6](=[O:17])[CH2:7][C:8]3([O:14]2)[CH2:13][CH2:12][CH2:11][CH2:10][CH2:9]3)=[CH:4][CH:3]=1.B.C1COCC1.[NH4+].[Cl-]. Product: [C:8]12([CH2:7][CH:6]([OH:17])[C:5]3[C:15](=[CH:16][C:2]([OH:1])=[CH:3][CH:4]=3)[O:14]1)[CH2:9][CH2:10][CH2:11][CH2:12][CH2:13]2. The catalyst class is: 1.